Dataset: NCI-60 drug combinations with 297,098 pairs across 59 cell lines. Task: Regression. Given two drug SMILES strings and cell line genomic features, predict the synergy score measuring deviation from expected non-interaction effect. (1) Drug 1: CC1=C2C(C(=O)C3(C(CC4C(C3C(C(C2(C)C)(CC1OC(=O)C(C(C5=CC=CC=C5)NC(=O)OC(C)(C)C)O)O)OC(=O)C6=CC=CC=C6)(CO4)OC(=O)C)OC)C)OC. Drug 2: CC1=C2C(C(=O)C3(C(CC4C(C3C(C(C2(C)C)(CC1OC(=O)C(C(C5=CC=CC=C5)NC(=O)C6=CC=CC=C6)O)O)OC(=O)C7=CC=CC=C7)(CO4)OC(=O)C)O)C)OC(=O)C. Cell line: TK-10. Synergy scores: CSS=34.6, Synergy_ZIP=-7.65, Synergy_Bliss=-11.9, Synergy_Loewe=-14.7, Synergy_HSA=-8.45. (2) Drug 1: C1=C(C(=O)NC(=O)N1)F. Drug 2: CC1CCC2CC(C(=CC=CC=CC(CC(C(=O)C(C(C(=CC(C(=O)CC(OC(=O)C3CCCCN3C(=O)C(=O)C1(O2)O)C(C)CC4CCC(C(C4)OC)O)C)C)O)OC)C)C)C)OC. Cell line: KM12. Synergy scores: CSS=18.1, Synergy_ZIP=-16.4, Synergy_Bliss=-30.0, Synergy_Loewe=-25.2, Synergy_HSA=-25.2. (3) Drug 1: CC(CN1CC(=O)NC(=O)C1)N2CC(=O)NC(=O)C2. Drug 2: C1=NC2=C(N=C(N=C2N1C3C(C(C(O3)CO)O)F)Cl)N. Cell line: SNB-75. Synergy scores: CSS=-0.409, Synergy_ZIP=-1.47, Synergy_Bliss=-5.22, Synergy_Loewe=-4.67, Synergy_HSA=-4.57. (4) Cell line: OVCAR-8. Drug 1: C1=CC=C(C=C1)NC(=O)CCCCCCC(=O)NO. Synergy scores: CSS=34.4, Synergy_ZIP=-6.35, Synergy_Bliss=3.95, Synergy_Loewe=-1.27, Synergy_HSA=2.69. Drug 2: COC1=C2C(=CC3=C1OC=C3)C=CC(=O)O2. (5) Drug 1: C1CC(C1)(C(=O)O)C(=O)O.[NH2-].[NH2-].[Pt+2]. Drug 2: COC1=NC(=NC2=C1N=CN2C3C(C(C(O3)CO)O)O)N. Cell line: NCI-H322M. Synergy scores: CSS=-10.0, Synergy_ZIP=2.65, Synergy_Bliss=-2.46, Synergy_Loewe=-7.24, Synergy_HSA=-8.05. (6) Drug 1: C1CN1P(=S)(N2CC2)N3CC3. Drug 2: C1=NC2=C(N1)C(=S)N=CN2. Cell line: HCT116. Synergy scores: CSS=62.1, Synergy_ZIP=-3.26, Synergy_Bliss=-2.05, Synergy_Loewe=-21.9, Synergy_HSA=-1.55.